This data is from Forward reaction prediction with 1.9M reactions from USPTO patents (1976-2016). The task is: Predict the product of the given reaction. (1) The product is: [F:24][C:2]([F:1])([CH2:17][C:18]1[CH:23]=[CH:22][CH:21]=[CH:20][CH:19]=1)[CH2:3][C@H:4]([NH:8][C:9]([N:11]1[CH2:16][CH2:15][O:14][CH2:13][CH2:12]1)=[O:10])[C:5](=[O:7])[NH:26][C@H:27]([C:28]([C:30]1[O:31][CH:32]=[CH:33][N:34]=1)=[O:29])[CH2:35][CH3:36]. Given the reactants [F:1][C:2]([F:24])([CH2:17][C:18]1[CH:23]=[CH:22][CH:21]=[CH:20][CH:19]=1)[CH2:3][C@H:4]([NH:8][C:9]([N:11]1[CH2:16][CH2:15][O:14][CH2:13][CH2:12]1)=[O:10])[C:5]([OH:7])=O.Cl.[NH2:26][CH:27]([CH2:35][CH3:36])[C@@H:28]([C:30]1[O:31][CH:32]=[CH:33][N:34]=1)[OH:29], predict the reaction product. (2) Given the reactants C=O.[C:3](=[O:6])([O-])[O-].[K+].[K+].[CH3:9][N:10]1[CH2:15][CH2:14][NH:13][CH2:12][CH2:11]1.[CH2:16](O)[CH3:17], predict the reaction product. The product is: [CH2:16]([O:6][CH2:3][N:13]1[CH2:14][CH2:15][N:10]([CH3:9])[CH2:11][CH2:12]1)[CH3:17].